This data is from Forward reaction prediction with 1.9M reactions from USPTO patents (1976-2016). The task is: Predict the product of the given reaction. Given the reactants FC(F)(F)S(O[CH2:7][C:8]([C:11]1[CH:16]=[CH:15][C:14]([Cl:17])=[CH:13][N:12]=1)([F:10])[F:9])(=O)=O.[NH:20]1[CH2:25][CH2:24][CH:23]([NH:26][C:27](=[O:33])[O:28][C:29]([CH3:32])([CH3:31])[CH3:30])[CH2:22][CH2:21]1.CCN(C(C)C)C(C)C, predict the reaction product. The product is: [Cl:17][C:14]1[CH:15]=[CH:16][C:11]([C:8]([F:10])([F:9])[CH2:7][N:20]2[CH2:21][CH2:22][CH:23]([NH:26][C:27](=[O:33])[O:28][C:29]([CH3:31])([CH3:30])[CH3:32])[CH2:24][CH2:25]2)=[N:12][CH:13]=1.